The task is: Predict the product of the given reaction.. This data is from Forward reaction prediction with 1.9M reactions from USPTO patents (1976-2016). (1) Given the reactants [CH:1]#[C:2][CH2:3][NH:4][C@H:5]1[C:13]2[C:8](=[CH:9][CH:10]=[CH:11][CH:12]=2)[CH2:7][CH2:6]1.[CH:1]#[C:2][CH2:3][NH:4][C@H:5]1[C:13]2[C:8](=[CH:9][CH:10]=[CH:11][CH:12]=2)[CH2:7][CH2:6]1.[C@H](O)(C(O)=O)[C@@H](O)C(O)=O.O.[OH-].[Na+], predict the reaction product. The product is: [CH:1]#[C:2][CH2:3][NH:4][C@H:5]1[C:13]2[CH:12]=[CH:11][CH:10]=[CH:9][C:8]=2[CH2:7][CH2:6]1. (2) The product is: [Br:23][C:22]1[C:14]([CH2:13][N:10]2[C:11]([CH3:12])=[C:7]([NH:6][C:1](=[O:4])[CH2:2][CH3:3])[C:8]([C:24]([NH2:26])=[O:25])=[N:9]2)=[CH:15][C:16]2[O:20][CH2:19][O:18][C:17]=2[CH:21]=1. Given the reactants [C:1](Cl)(=[O:4])[CH2:2][CH3:3].[NH2:6][C:7]1[C:8]([C:24]([NH2:26])=[O:25])=[N:9][N:10]([CH2:13][C:14]2[C:22]([Br:23])=[CH:21][C:17]3[O:18][CH2:19][O:20][C:16]=3[CH:15]=2)[C:11]=1[CH3:12].CCN(CC)CC.O, predict the reaction product. (3) Given the reactants [H-].[Na+].[Cl:3][C:4]1[CH:12]=[C:11]2[C:7]([CH:8]=[N:9][NH:10]2)=[CH:6][C:5]=1[C:13]([O:15][CH3:16])=[O:14].[I:17]N1C(=O)CCC1=O, predict the reaction product. The product is: [Cl:3][C:4]1[CH:12]=[C:11]2[C:7]([C:8]([I:17])=[N:9][NH:10]2)=[CH:6][C:5]=1[C:13]([O:15][CH3:16])=[O:14]. (4) Given the reactants [CH2:1]([O:3][P:4]([CH:9]([OH:13])[C:10]([OH:12])=[O:11])([O:6][CH2:7][CH3:8])=[O:5])[CH3:2].[C:14]1(C)[CH:19]=[CH:18][CH:17]=[CH:16][CH:15]=1, predict the reaction product. The product is: [CH2:7]([O:6][P:4]([CH:9]1[C:10](=[O:12])[O:11][C:14]2([CH2:19][CH2:18][CH2:17][CH2:16][CH2:15]2)[O:13]1)(=[O:5])[O:3][CH2:1][CH3:2])[CH3:8]. (5) Given the reactants [CH3:1][O:2][CH2:3][CH2:4][CH2:5][O:6][C:7]1[CH:8]=[C:9]([CH:27]=[CH:28][C:29]=1[O:30][CH3:31])[CH2:10][C@H:11]([CH:24]([CH3:26])[CH3:25])[CH2:12][C@H:13]([NH:16][C:17](=[O:23])[O:18][C:19]([CH3:22])([CH3:21])[CH3:20])[CH:14]=[O:15].[CH2:32]1COCC1, predict the reaction product. The product is: [CH3:1][O:2][CH2:3][CH2:4][CH2:5][O:6][C:7]1[CH:8]=[C:9]([CH:27]=[CH:28][C:29]=1[O:30][CH3:31])[CH2:10][C@H:11]([CH:24]([CH3:26])[CH3:25])[CH2:12][CH:13]([NH:16][C:17](=[O:23])[O:18][C:19]([CH3:22])([CH3:21])[CH3:20])[CH:14]1[CH2:32][O:15]1. (6) Given the reactants [O:1]=[C:2]1[NH:6][C:5]2[CH:7]=[CH:8][CH:9]=[CH:10][C:4]=2[N:3]1[CH:11]1[CH2:16][CH2:15][N:14]([C:17]([O:19][CH2:20][C@@H:21]([N:23]([CH2:31][C:32]2[CH:37]=[CH:36][CH:35]=[CH:34][CH:33]=2)[CH2:24][C:25]2[CH:30]=[CH:29][CH:28]=[CH:27][CH:26]=2)[CH3:22])=[O:18])[CH2:13][CH2:12]1.[F:38][C:39]1[CH:44]=[CH:43][C:42]([S:45](Cl)(=[O:47])=[O:46])=[CH:41][CH:40]=1, predict the reaction product. The product is: [F:38][C:39]1[CH:44]=[CH:43][C:42]([S:45]([N:6]2[C:5]3[CH:7]=[CH:8][CH:9]=[CH:10][C:4]=3[N:3]([CH:11]3[CH2:12][CH2:13][N:14]([C:17]([O:19][CH2:20][C@@H:21]([N:23]([CH2:24][C:25]4[CH:26]=[CH:27][CH:28]=[CH:29][CH:30]=4)[CH2:31][C:32]4[CH:37]=[CH:36][CH:35]=[CH:34][CH:33]=4)[CH3:22])=[O:18])[CH2:15][CH2:16]3)[C:2]2=[O:1])(=[O:47])=[O:46])=[CH:41][CH:40]=1. (7) The product is: [NH:1]1[C:9]2[C:4](=[CH:5][CH:6]=[CH:7][CH:8]=2)[CH:3]=[C:2]1[CH:15]=[O:16]. Given the reactants [NH:1]1[C:9]2[C:4](=[CH:5][CH:6]=[CH:7][CH:8]=2)[CH:3]=[CH:2]1.C([Li])CCC.[C:15](=O)=[O:16].C([Li])(C)(C)C.CN(C)C=O, predict the reaction product.